Dataset: Forward reaction prediction with 1.9M reactions from USPTO patents (1976-2016). Task: Predict the product of the given reaction. (1) Given the reactants [Br:1][C:2]1[CH:3]=[CH:4][C:5]([O:10][CH3:11])=[C:6]([CH:9]=1)[CH:7]=O.Br[C:13]1[CH:18]=[CH:17][C:16]([O:19][CH2:20][CH3:21])=[CH:15][CH:14]=1, predict the reaction product. The product is: [Br:1][C:2]1[CH:3]=[CH:4][C:5]([O:10][CH3:11])=[C:6]([CH2:7][C:13]2[CH:18]=[CH:17][C:16]([O:19][CH2:20][CH3:21])=[CH:15][CH:14]=2)[CH:9]=1. (2) Given the reactants [C:1]1([CH2:9]Cl)[CH:6]=[CH:5][CH:4]=[C:3]([CH2:7]Cl)[CH:2]=1.[C:11]([O-:14])(=[O:13])[CH3:12].[K+], predict the reaction product. The product is: [C:11]([O:14][CH2:9][C:1]1[CH:6]=[CH:5][CH:4]=[C:3]([CH2:7][O:14][C:11](=[O:13])[CH3:12])[CH:2]=1)(=[O:13])[CH3:12]. (3) Given the reactants [Cl:1][C:2]1[CH:3]=[C:4]([NH:19][C:20]2[C:21]3[N:28]([CH2:29][C:30]([O:32]CC)=[O:31])[CH:27]=[CH:26][C:22]=3[N:23]=[CH:24][N:25]=2)[CH:5]=[CH:6][C:7]=1[O:8][C:9]1[CH:14]=[CH:13][CH:12]=[C:11]([C:15]([F:18])([F:17])[F:16])[CH:10]=1.Cl, predict the reaction product. The product is: [Cl:1][C:2]1[CH:3]=[C:4]([NH:19][C:20]2[C:21]3[N:28]([CH2:29][C:30]([OH:32])=[O:31])[CH:27]=[CH:26][C:22]=3[N:23]=[CH:24][N:25]=2)[CH:5]=[CH:6][C:7]=1[O:8][C:9]1[CH:14]=[CH:13][CH:12]=[C:11]([C:15]([F:16])([F:18])[F:17])[CH:10]=1.